From a dataset of Forward reaction prediction with 1.9M reactions from USPTO patents (1976-2016). Predict the product of the given reaction. (1) Given the reactants [CH2:1]([C:8]1([NH:13]C(=O)CCl)[CH2:12][CH2:11][CH2:10][CH2:9]1)[C:2]1[CH:7]=[CH:6][CH:5]=[CH:4][CH:3]=1.Cl, predict the reaction product. The product is: [CH2:1]([C:8]1([NH2:13])[CH2:12][CH2:11][CH2:10][CH2:9]1)[C:2]1[CH:7]=[CH:6][CH:5]=[CH:4][CH:3]=1. (2) Given the reactants [Cl:1][C:2]1[CH:7]=[CH:6][C:5]([S:8]([N:11]2[CH2:16][CH2:15][CH2:14][C@@H:13]([NH:17][C:18]3[N:23]=[C:22]([C:24]4[N:31]5[C:27]([S:28][CH:29]=[CH:30]5)=[N:26][C:25]=4[C:32]4[CH:33]=[C:34]([NH:38][C:39](=[O:49])[CH2:40][NH:41]C(=O)OC(C)(C)C)[CH:35]=[CH:36][CH:37]=4)[CH:21]=[CH:20][N:19]=3)[CH2:12]2)(=[O:10])=[O:9])=[CH:4][CH:3]=1.Cl, predict the reaction product. The product is: [ClH:1].[Cl:1][C:2]1[CH:7]=[CH:6][C:5]([S:8]([N:11]2[CH2:16][CH2:15][CH2:14][C@@H:13]([NH:17][C:18]3[N:23]=[C:22]([C:24]4[N:31]5[C:27]([S:28][CH:29]=[CH:30]5)=[N:26][C:25]=4[C:32]4[CH:33]=[C:34]([NH:38][C:39](=[O:49])[CH2:40][NH2:41])[CH:35]=[CH:36][CH:37]=4)[CH:21]=[CH:20][N:19]=3)[CH2:12]2)(=[O:10])=[O:9])=[CH:4][CH:3]=1. (3) Given the reactants [F:1][C:2]([F:26])([F:25])[O:3][C:4]1[CH:9]=[CH:8][C:7]([N:10]2[CH:14]=[N:13][C:12]([C:15]3[CH:20]=[CH:19][C:18]([CH2:21][CH:22]([NH2:24])[CH3:23])=[CH:17][CH:16]=3)=[N:11]2)=[CH:6][CH:5]=1.[OH:27][C@H:28]([C@@H:32]([OH:36])[C:33]([OH:35])=[O:34])[C:29]([OH:31])=[O:30], predict the reaction product. The product is: [OH:27][C@H:28]([C@@H:32]([OH:36])[C:33]([OH:35])=[O:34])[C:29]([OH:31])=[O:30].[F:26][C:2]([F:1])([F:25])[O:3][C:4]1[CH:5]=[CH:6][C:7]([N:10]2[CH:14]=[N:13][C:12]([C:15]3[CH:20]=[CH:19][C:18]([CH2:21][C@@H:22]([NH2:24])[CH3:23])=[CH:17][CH:16]=3)=[N:11]2)=[CH:8][CH:9]=1. (4) Given the reactants [Cl:1][C:2]1[CH:7]=[C:6]([N:8]=[C:9]=[S:10])[CH:5]=[C:4]([C:11]([F:14])([F:13])[F:12])[C:3]=1[C:15]1[CH:28]=[CH:27][C:18]2[O:19][CH2:20][CH2:21][N:22]([S:23]([CH3:26])(=[O:25])=[O:24])[C:17]=2[CH:16]=1.[N:29]#[C:30][NH2:31].[Na].[CH3:33]O.CI, predict the reaction product. The product is: [Cl:1][C:2]1[CH:7]=[C:6]([NH:8][CH:9]([S:10][CH3:33])[NH:29][C:30]#[N:31])[CH:5]=[C:4]([C:11]([F:14])([F:13])[F:12])[C:3]=1[C:15]1[CH:28]=[CH:27][C:18]2[O:19][CH2:20][CH2:21][N:22]([S:23]([CH3:26])(=[O:24])=[O:25])[C:17]=2[CH:16]=1.